From a dataset of Full USPTO retrosynthesis dataset with 1.9M reactions from patents (1976-2016). Predict the reactants needed to synthesize the given product. (1) Given the product [CH2:13]([O:15][C:16](=[O:20])[CH:17]([C:18]#[N:19])[C:2]1[CH:7]=[CH:6][C:5]([N+:8]([O-:10])=[O:9])=[CH:4][C:3]=1[O:11][CH3:12])[CH3:14], predict the reactants needed to synthesize it. The reactants are: Cl[C:2]1[CH:7]=[CH:6][C:5]([N+:8]([O-:10])=[O:9])=[CH:4][C:3]=1[O:11][CH3:12].[CH2:13]([O:15][C:16](=[O:20])[CH2:17][C:18]#[N:19])[CH3:14].C([O-])([O-])=O.[K+].[K+]. (2) Given the product [Cl:15][CH2:16][C:17]([NH:1][C:2]1[CH:7]=[CH:6][CH:5]=[CH:4][N:3]=1)=[O:18], predict the reactants needed to synthesize it. The reactants are: [NH2:1][C:2]1[CH:7]=[CH:6][CH:5]=[CH:4][N:3]=1.C(N(CC)CC)C.[Cl:15][CH2:16][C:17](Cl)=[O:18]. (3) Given the product [N:28]1[O:29][N:30]=[C:26]2[CH:25]=[C:24]([C@@H:22]([OH:21])[CH2:23][N:7]3[CH2:8][CH2:9][N:4]([CH2:3][C@@H:2]([C:10]4[CH:19]=[CH:18][C:13]5[C:14](=[O:17])[O:15][CH2:16][C:12]=5[C:11]=4[CH3:20])[OH:1])[CH2:5][CH2:6]3)[CH:32]=[CH:31][C:27]=12, predict the reactants needed to synthesize it. The reactants are: [OH:1][C@H:2]([C:10]1[CH:19]=[CH:18][C:13]2[C:14](=[O:17])[O:15][CH2:16][C:12]=2[C:11]=1[CH3:20])[CH2:3][N:4]1[CH2:9][CH2:8][NH:7][CH2:6][CH2:5]1.[O:21]1[CH2:23][CH:22]1[C:24]1[CH:32]=[CH:31][C:27]2=[N:28][O:29][N:30]=[C:26]2[CH:25]=1. (4) The reactants are: [NH2:1][CH2:2][CH2:3][N:4]1[C:9]2[CH:10]=[C:11]([C:15]([N:17]([CH:31]([CH3:33])[CH3:32])[C@@H:18]3[CH2:23][CH2:22][CH2:21][N:20]([C:24]([O:26][C:27]([CH3:30])([CH3:29])[CH3:28])=[O:25])[CH2:19]3)=[O:16])[C:12]([CH3:14])=[CH:13][C:8]=2[O:7][C:6]([CH3:35])([CH3:34])[C:5]1=[O:36].C(N(CC)CC)C.[C:44](Cl)(=[O:46])[CH3:45]. Given the product [C:44]([NH:1][CH2:2][CH2:3][N:4]1[C:9]2[CH:10]=[C:11]([C:15]([N:17]([CH:31]([CH3:32])[CH3:33])[C@@H:18]3[CH2:23][CH2:22][CH2:21][N:20]([C:24]([O:26][C:27]([CH3:29])([CH3:28])[CH3:30])=[O:25])[CH2:19]3)=[O:16])[C:12]([CH3:14])=[CH:13][C:8]=2[O:7][C:6]([CH3:34])([CH3:35])[C:5]1=[O:36])(=[O:46])[CH3:45], predict the reactants needed to synthesize it. (5) Given the product [CH:20]1([NH:19][C:2]2[C:11]3[C:6](=[CH:7][C:8]([O:14][CH3:15])=[C:9]([O:12][CH3:13])[CH:10]=3)[N:5]=[CH:4][C:3]=2[C:16]([NH2:18])=[O:17])[C:28]2[C:23](=[CH:24][CH:25]=[CH:26][CH:27]=2)[CH2:22][CH2:21]1, predict the reactants needed to synthesize it. The reactants are: Cl[C:2]1[C:11]2[C:6](=[CH:7][C:8]([O:14][CH3:15])=[C:9]([O:12][CH3:13])[CH:10]=2)[N:5]=[CH:4][C:3]=1[C:16]([NH2:18])=[O:17].[NH2:19][CH:20]1[C:28]2[C:23](=[CH:24][CH:25]=[CH:26][CH:27]=2)[CH2:22][CH2:21]1. (6) Given the product [Cl:1][C:2]1[CH:22]=[C:21]([F:23])[C:20]([N:24]2[C:29](=[O:30])[CH:28]=[C:27]([C:31]([F:32])([F:33])[F:34])[N:26]([CH3:35])[C:25]2=[O:36])=[CH:19][C:3]=1[O:4][C:5]1[CH:18]=[CH:17][CH:16]=[CH:15][C:6]=1[OH:7], predict the reactants needed to synthesize it. The reactants are: [Cl:1][C:2]1[CH:22]=[C:21]([F:23])[C:20]([N:24]2[C:29](=[O:30])[CH:28]=[C:27]([C:31]([F:34])([F:33])[F:32])[N:26]([CH3:35])[C:25]2=[O:36])=[CH:19][C:3]=1[O:4][C:5]1[CH:18]=[CH:17][CH:16]=[CH:15][C:6]=1[O:7]CC1C=CC=CC=1.